Dataset: Forward reaction prediction with 1.9M reactions from USPTO patents (1976-2016). Task: Predict the product of the given reaction. (1) Given the reactants [CH:1]1([C:6](=O)[CH2:7][C:8]2[CH:13]=[CH:12][CH:11]=[CH:10][CH:9]=2)[CH2:5][CH2:4][CH2:3][CH2:2]1.[CH2:15]([O:17][C:18]1[CH:19]=[C:20]([CH:23]=[C:24]([N+:27]([O-:29])=[O:28])[C:25]=1[OH:26])[CH:21]=O)[CH3:16].[NH2:30][C:31]([NH2:33])=[O:32].Cl, predict the reaction product. The product is: [CH:1]1([C:6]2[NH:33][C:31](=[O:32])[NH:30][CH:21]([C:20]3[CH:23]=[C:24]([N+:27]([O-:29])=[O:28])[C:25]([OH:26])=[C:18]([O:17][CH2:15][CH3:16])[CH:19]=3)[C:7]=2[C:8]2[CH:13]=[CH:12][CH:11]=[CH:10][CH:9]=2)[CH2:5][CH2:4][CH2:3][CH2:2]1. (2) Given the reactants [N:1]1([C:7]([O:9][C:10]([CH3:13])([CH3:12])[CH3:11])=[O:8])[CH2:6][CH2:5][NH:4][CH2:3][CH2:2]1.Br[C:15]1[CH:20]=[CH:19][CH:18]=[C:17]([Cl:21])[CH:16]=1.C1C=CC(P(C2C(C3C(P(C4C=CC=CC=4)C4C=CC=CC=4)=CC=C4C=3C=CC=C4)=C3C(C=CC=C3)=CC=2)C2C=CC=CC=2)=CC=1.CC([O-])(C)C.[Na+], predict the reaction product. The product is: [Cl:21][C:17]1[CH:16]=[C:15]([N:4]2[CH2:5][CH2:6][N:1]([C:7]([O:9][C:10]([CH3:13])([CH3:12])[CH3:11])=[O:8])[CH2:2][CH2:3]2)[CH:20]=[CH:19][CH:18]=1. (3) Given the reactants Br[C:2]1[CH:7]=[CH:6][N:5]=[CH:4][C:3]=1[N:8]([CH3:25])[C:9](=[O:24])[C:10]1[CH:15]=[C:14]([C:16]([F:19])([F:18])[F:17])[CH:13]=[C:12]([C:20]([F:23])([F:22])[F:21])[CH:11]=1.[CH3:26][O:27][C:28]1[CH:33]=[CH:32][CH:31]=[CH:30][C:29]=1B(O)O, predict the reaction product. The product is: [CH3:26][O:27][C:28]1[CH:33]=[CH:32][CH:31]=[CH:30][C:29]=1[C:2]1[CH:7]=[CH:6][N:5]=[CH:4][C:3]=1[N:8]([CH3:25])[C:9](=[O:24])[C:10]1[CH:15]=[C:14]([C:16]([F:19])([F:18])[F:17])[CH:13]=[C:12]([C:20]([F:23])([F:22])[F:21])[CH:11]=1. (4) Given the reactants [CH3:1][N:2]1[CH2:17][CH:16]([C:18]2[CH:23]=[CH:22][CH:21]=[CH:20][CH:19]=2)[C:4]2([CH2:8][N:7](C(OC(C)(C)C)=O)[CH2:6][CH2:5]2)[C:3]1=[O:24].C(O)(C(F)(F)F)=O, predict the reaction product. The product is: [CH3:1][N:2]1[CH2:17][CH:16]([C:18]2[CH:23]=[CH:22][CH:21]=[CH:20][CH:19]=2)[C:4]2([CH2:5][CH2:6][NH:7][CH2:8]2)[C:3]1=[O:24].